This data is from Catalyst prediction with 721,799 reactions and 888 catalyst types from USPTO. The task is: Predict which catalyst facilitates the given reaction. (1) Reactant: O[C@H:2]([CH2:16][CH2:17][CH2:18][C:19]1[CH:24]=[CH:23][C:22]([O:25][CH3:26])=[CH:21][CH:20]=1)[C:3]([O:5][CH2:6][C:7]1[CH:12]=[CH:11][C:10]([N+:13]([O-:15])=[O:14])=[CH:9][CH:8]=1)=[O:4].FC(F)(F)C(OC(=O)C(F)(F)F)=O.[Cl-].[NH4+].[Br:42][C:43]1[CH:44]=[C:45]([CH:51]=[CH:52][C:53]=1[SH:54])[C:46]([O:48][CH2:49][CH3:50])=[O:47].N1C=CC=CC=1. Product: [Br:42][C:43]1[CH:44]=[C:45]([CH:51]=[CH:52][C:53]=1[S:54][C@H:2]([C:3]([O:5][CH2:6][C:7]1[CH:12]=[CH:11][C:10]([N+:13]([O-:15])=[O:14])=[CH:9][CH:8]=1)=[O:4])[CH2:16][CH2:17][CH2:18][C:19]1[CH:24]=[CH:23][C:22]([O:25][CH3:26])=[CH:21][CH:20]=1)[C:46]([O:48][CH2:49][CH3:50])=[O:47]. The catalyst class is: 556. (2) Reactant: [CH2:1]1[C:7]2[CH:8]=[CH:9][C:10]([O:12][C:13]3[CH:21]=[CH:20][C:16]([C:17]([NH2:19])=[O:18])=[CH:15][N:14]=3)=[CH:11][C:6]=2[CH2:5][CH2:4][CH2:3][NH:2]1.C([O-])([O-])=O.[K+].[K+].Cl[CH2:29][CH2:30][CH2:31][N:32]1[CH2:37][CH2:36][O:35][CH2:34][CH2:33]1.C(OCC)(=O)C. Product: [N:32]1([CH2:31][CH2:30][CH2:29][N:2]2[CH2:3][CH2:4][CH2:5][C:6]3[CH:11]=[C:10]([O:12][C:13]4[CH:21]=[CH:20][C:16]([C:17]([NH2:19])=[O:18])=[CH:15][N:14]=4)[CH:9]=[CH:8][C:7]=3[CH2:1]2)[CH2:37][CH2:36][O:35][CH2:34][CH2:33]1. The catalyst class is: 3. (3) Reactant: C[O:2][C:3]([C:5]1[CH:36]=[CH:35][C:8]2[S:9][C:10]([C:12](=[O:34])[NH:13][O:14][C:15]([C:28]3[CH:33]=[CH:32][CH:31]=[CH:30][CH:29]=3)([C:22]3[CH:27]=[CH:26][CH:25]=[CH:24][CH:23]=3)[C:16]3[CH:21]=[CH:20][CH:19]=[CH:18][CH:17]=3)=[CH:11][C:7]=2[CH:6]=1)=[O:4]. Product: [C:15]([O:14][NH:13][C:12]([C:10]1[S:9][C:8]2[CH:35]=[CH:36][C:5]([C:3]([OH:4])=[O:2])=[CH:6][C:7]=2[CH:11]=1)=[O:34])([C:16]1[CH:21]=[CH:20][CH:19]=[CH:18][CH:17]=1)([C:22]1[CH:23]=[CH:24][CH:25]=[CH:26][CH:27]=1)[C:28]1[CH:29]=[CH:30][CH:31]=[CH:32][CH:33]=1. The catalyst class is: 464. (4) Reactant: [F:1][C:2]1[C:6]([F:7])=[CH:5][N:4]([C:8]2[CH:13]=[CH:12][C:11]([N:14]3[CH:19]=[C:18]([O:20][CH3:21])[C:17](=[O:22])[C:16]([C:23]4[N:27]([C:28]5[CH:33]=[CH:32][CH:31]=[CH:30][CH:29]=5)[N:26]=[CH:25][CH:24]=4)=[N:15]3)=[C:10]([OH:34])[CH:9]=2)[CH:3]=1.Cl[C:36]([F:41])([F:40])C([O-])=O.[Na+].C(=O)([O-])[O-].[K+].[K+].CN(C=O)C. Product: [F:40][CH:36]([F:41])[O:34][C:10]1[CH:9]=[C:8]([N:4]2[CH:5]=[C:6]([F:7])[C:2]([F:1])=[CH:3]2)[CH:13]=[CH:12][C:11]=1[N:14]1[CH:19]=[C:18]([O:20][CH3:21])[C:17](=[O:22])[C:16]([C:23]2[N:27]([C:28]3[CH:33]=[CH:32][CH:31]=[CH:30][CH:29]=3)[N:26]=[CH:25][CH:24]=2)=[N:15]1. The catalyst class is: 6. (5) Reactant: C(N(CC)CC)C.[CH2:8]([C:10]1([CH2:16][CH2:17][N:18]2[CH2:23][CH2:22][CH:21]([NH:24][C:25]3[CH:30]=[CH:29][C:28]([CH3:31])=[CH:27][N:26]=3)[CH2:20][CH2:19]2)[CH2:15][CH2:14][CH2:13][CH2:12][CH2:11]1)[CH3:9].[O:32]1[CH:36]=[CH:35][CH:34]=[C:33]1[C:37](Cl)=[O:38].[Cl-].[NH4+]. Product: [CH2:8]([C:10]1([CH2:16][CH2:17][N:18]2[CH2:19][CH2:20][CH:21]([N:24]([C:25]3[CH:30]=[CH:29][C:28]([CH3:31])=[CH:27][N:26]=3)[C:37]([C:33]3[O:32][CH:36]=[CH:35][CH:34]=3)=[O:38])[CH2:22][CH2:23]2)[CH2:11][CH2:12][CH2:13][CH2:14][CH2:15]1)[CH3:9]. The catalyst class is: 366.